From a dataset of Experimentally validated miRNA-target interactions with 360,000+ pairs, plus equal number of negative samples. Binary Classification. Given a miRNA mature sequence and a target amino acid sequence, predict their likelihood of interaction. (1) The miRNA is hsa-miR-3689a-3p with sequence CUGGGAGGUGUGAUAUCGUGGU. The protein sequence of the target gene is MPSASCDTLLDDIEDIVSQEDSKPQDRHFVRKDVVPKVRRRNTQKYLQEEENSPPSDSTIPGIQKIWIRTWGCSHNNSDGEYMAGQLAAYGYKITENASDADLWLLNSCTVKNPAEDHFRNSIKKAQEENKKIVLAGCVPQAQPRQDYLKGLSIIGVQQIDRVVEVVEETIKGHSVRLLGQKKDNGRRLGGARLDLPKIRKNPLIEIISINTGCLNACTYCKTKHARGNLASYPIDELVDRAKQSFQEGVCEIWLTSEDTGAYGRDIGTNLPTLLWKLVEVIPEGAMLRLGMTNPPYILE.... Result: 1 (interaction). (2) The miRNA is hsa-miR-4497 with sequence CUCCGGGACGGCUGGGC. The protein sequence of the target gene is MKNKGAKQKLKRKGAASAFGCDLTEYLESSGQDVPYVLKSCAEFIETHGIVDGIYRLSGITSNIQRLRQEFGSDQCPDLTREVYLQDIHCVGSLCKLYFRELPNPLLTYELYEKFTEAVSHRPEEGQLARIQNVILELPPPHYRTLEYLIRHLAHIASFSSKTNMHARNLALVWAPNLLRSKKIEATICNGDAAFLAVRVQQVVIEFILNHADQIFNGGAPGALQQDESRTITKSLTLPALSLPMKLVSLEEAQARSLATNHPARKERRENSLPEIVPPPFHTVLELPDNKRKLSSKSKK.... Result: 0 (no interaction). (3) The miRNA is hsa-miR-153-3p with sequence UUGCAUAGUCACAAAAGUGAUC. The protein sequence of the target gene is MADPAECNIKVMCRFRPLNESEVNRGDKYVAKFQGEDTVMIASKPYAFDRVFQSSTSQEQVYNDCAKKIVKDVLEGYNGTIFAYGQTSSGKTHTMEGKLHDPEGMGIIPRIVQDIFNYIYSMDENLEFHIKVSYFEIYLDKIRDLLDVSKTNLSVHEDKNRVPYVKGCTERFVCSPDEVMDTIDEGKSNRHVAVTNMNEHSSRSHSIFLINVKQENTQTEQKLSGKLYLVDLAGSEKVSKTGAEGAVLDEAKNINKSLSALGNVISALAEGSTYVPYRDSKMTRILQDSLGGNCRTTIVI.... Result: 0 (no interaction). (4) The miRNA is mmu-miR-3962 with sequence AGGUAGUAGUUUGUACAUUU. The protein sequence of the target gene is MPRSRGGRAAPGPPPPPPPPGQAPRWSRWRVPGRLLLLLLPALCCLPGAARAAAAAAGAGNRAAVAVAVARADEAEAPFAGQNWLKSYGYLLPYDSRASALHSAKALQSAVSTMQQFYGIPVTGVLDQTTIEWMKKPRCGVPDHPHLSRRRRNKRYALTGQKWRQKHITYSIHNYTPKVGELDTRKAIRQAFDVWQKVTPLTFEEVPYHEIKSDRKEADIMIFFASGFHGDSSPFDGEGGFLAHAYFPGPGIGGDTHFDSDEPWTLGNANHDGNDLFLVAVHELGHALGLEHSSDPSAIM.... Result: 0 (no interaction). (5) The miRNA is mmu-miR-6356 with sequence UCCCCAGAGUCCUAACAAUGA. The protein sequence of the target gene is MEPVGCCGECRGSSVDPRSTFVLSNLAEVVERVLTFLPAKALLRVACVCRLWRECVRRVLRTHRSVTWISAGLAEAGHLEGHCLVRVVAEELENVRILPHTVLYMADSETFISLEECRGHKRARKRTSMETALALEKLFPKQCQVLGIVTPGIVVTPMGSGSNRPQEIEIGESGFALLFPQIEGIKIQPFHFIKDPKNLTLERHQLTEVGLLDNPELRVVLVFGYNCCKVGASNYLQQVVSTFSDMNIILAGGQVDNLSSLTSEKNPLDIDASGVVGLSFSGHRIQSATVLLNEDVSDEK.... Result: 0 (no interaction). (6) The miRNA is hsa-miR-3667-3p with sequence ACCUUCCUCUCCAUGGGUCUUU. The protein sequence of the target gene is MFNGEPGPASSGASRNVVRSSSISGEICGSQQAGGGAGTTTAKKRRSSLGAKMVAIVGLTQWSKSTLQLPQPEGATKKLRSNIRRSTETGIAVEMRSRVTRQGSRESTDGSTNSNSSDGTFIFPTTRLGAESQFSDFLDGLGPAQIVGRQTLATPPMGDVHIAIMDRSGQLEVEVIEARGLTPKPGSKSLPATYIKVYLLENGACLAKKKTKMTKKTCDPLYQQALLFDEGPQGKVLQVIVWGDYGRMDHKCFMGMAQIMLDELDLSAAVTGWYKLFPTSSVADSTLGSLTRRLSQSSLE.... Result: 1 (interaction). (7) The miRNA is mmu-miR-7035-3p with sequence UCUGAGCCGCUGUCCCUGCAG. The protein sequence of the target gene is MASGGNQSPPPPPAAAASSEEEEEDGDAADRAQPAGSPSHQIQQRFEELCSRLNMDEAARAEAWSSYRSMSESYTLEGNDLHWLACALYVACRKSVPTVSKGTAEGNYVSLTRILRCSEQSLIEFFNKMKKWEDMANLPPHFRERTERLERNFTVSAVIFKKYEPIFQDIFKYPQEEQPRQQRGRKQRRQPCTTSEIFHFCWVLFIYAKGNFPMISDDLVNSYHLLLCALDLVYGNALQCSNRKELVNPNFKGLSEDCHPKDSKASSDPPCVIEKLCSLHDGLVLEAKGIKEHFWKPYIR.... Result: 0 (no interaction). (8) The miRNA is hsa-miR-15b-3p with sequence CGAAUCAUUAUUUGCUGCUCUA. The protein sequence of the target gene is MKSILDGLADTTFRTITTDLLYVGSNDIQYEDIKGDMASKLGYFPQKFPLTSFRGSPFQEKMTAGDNSPLVPAGDTTNITEFYNKSLSSFKENEDNIQCGENFMDMECFMILNPSQQLAIAVLSLTLGTFTVLENLLVLCVILHSRSLRCRPSYHFIGSLAVADLLGSVIFVYSFVDFHVFHRKDSPNVFLFKLGGVTASFTASVGSLFLTAIDRYISIHRPLAYKRIVTRPKAVVAFCLMWTIAIVIAVLPLLGWNCKKLQSVCSDIFPLIDETYLMFWIGVTSVLLLFIVYAYMYILW.... Result: 0 (no interaction). (9) The miRNA is hsa-miR-521 with sequence AACGCACUUCCCUUUAGAGUGU. The protein sequence of the target gene is MAGSLPPCVVDCGTGYTKLGYAGNTEPQFIIPSCIAIRESAKVVDQAQRRVLRGVDDLDFFIGDEAIDKPTYATKWPIRHGIIEDWDLMERFMEQVVFKYLRAEPEDHYFLMTEPPLNTPENREYLAEIMFESFNVPGLYIAVQAVLALAASWTSRQVGERTLTGIVIDSGDGVTHVIPVAEGYVIGSCIKHIPIAGRDITYFIQQLLREREVGIPPEQSLETAKAIKEKYCYICPDIVKEFAKYDVDPRKWIKQYTGINAINQKKFVIDVGYERFLGPEIFFHPEFANPDFMESISDVV.... Result: 0 (no interaction). (10) The miRNA is hsa-miR-4304 with sequence CCGGCAUGUCCAGGGCA. The protein sequence of the target gene is MEDCNVHSAASILASVKEQEARFERLTRALEQERRHVALQLERAQQPGMSSGGMVGSGQPLPMAWQQLVLQEQSPGSQASLATMPEAPEVLEETVTVEEDPGTPTSHVSIVTSEDGTTRRTETKVTKTVKTVTTRTVRQVPLGPDGLPLLDGGPPLGSFADGPLDRHYLLRGGGGPAATLSRTYHSSGGGFPDGPESRDIPSYGSLSRGLGVRPPRTGLLGPGPGDGCFTLPGRREAFPMGSESGPPSGRSLPEHFQAEPYGLEDDTRSLAADDEGGPDLEPDYSTATRRRPEYGRGLRA.... Result: 0 (no interaction).